Regression/Classification. Given a drug SMILES string, predict its absorption, distribution, metabolism, or excretion properties. Task type varies by dataset: regression for continuous measurements (e.g., permeability, clearance, half-life) or binary classification for categorical outcomes (e.g., BBB penetration, CYP inhibition). Dataset: cyp2c19_veith. From a dataset of CYP2C19 inhibition data for predicting drug metabolism from PubChem BioAssay. The compound is CN(C)[C@@H]1C(=O)C(C(N)=O)=C(O)[C@]2(O)C(=O)C3=C(O)c4c(O)cccc4[C@@](C)(O)[C@H]3[C@H](O)[C@@H]12.O.O. The result is 0 (non-inhibitor).